The task is: Predict the product of the given reaction.. This data is from Forward reaction prediction with 1.9M reactions from USPTO patents (1976-2016). Given the reactants [Br:1][C:2]1[CH:10]=[CH:9][C:5]([C:6](Cl)=[O:7])=[CH:4][CH:3]=1.[NH:11]1[CH2:16][CH2:15][O:14][CH2:13][CH2:12]1.CCN(C(C)C)C(C)C.O, predict the reaction product. The product is: [Br:1][C:2]1[CH:10]=[CH:9][C:5]([C:6]([N:11]2[CH2:16][CH2:15][O:14][CH2:13][CH2:12]2)=[O:7])=[CH:4][CH:3]=1.